Dataset: Forward reaction prediction with 1.9M reactions from USPTO patents (1976-2016). Task: Predict the product of the given reaction. Given the reactants [Br:1][C:2]1[CH:20]=[CH:19][C:5]2[C:6](=[O:18])[N:7]([CH2:9][C:10](=[O:17])[N:11]3[CH2:16][CH2:15][NH:14][CH2:13][CH2:12]3)[S:8][C:4]=2[CH:3]=1.Cl[C:22]([O:24][C:25]1[CH:30]=[CH:29][C:28]([N+:31]([O-:33])=[O:32])=[CH:27][CH:26]=1)=[O:23], predict the reaction product. The product is: [Br:1][C:2]1[CH:20]=[CH:19][C:5]2[C:6](=[O:18])[N:7]([CH2:9][C:10]([N:11]3[CH2:16][CH2:15][N:14]([C:22]([O:24][C:25]4[CH:26]=[CH:27][C:28]([N+:31]([O-:33])=[O:32])=[CH:29][CH:30]=4)=[O:23])[CH2:13][CH2:12]3)=[O:17])[S:8][C:4]=2[CH:3]=1.